Dataset: Full USPTO retrosynthesis dataset with 1.9M reactions from patents (1976-2016). Task: Predict the reactants needed to synthesize the given product. Given the product [C:1]([N:4]1[C:13]2[C:8](=[CH:9][C:10]([O:14][C:30](=[O:31])[C:27]3[CH:28]=[CH:29][C:24]([C:33]4[CH:38]=[CH:37][CH:36]=[CH:35][CH:34]=4)=[CH:25][CH:26]=3)=[CH:11][CH:12]=2)[C:7]([C:16]2[CH:21]=[CH:20][CH:19]=[CH:18][CH:17]=2)([CH3:15])[CH2:6][C:5]1([CH3:23])[CH3:22])(=[O:3])[CH3:2], predict the reactants needed to synthesize it. The reactants are: [C:1]([N:4]1[C:13]2[C:8](=[CH:9][C:10]([OH:14])=[CH:11][CH:12]=2)[C:7]([C:16]2[CH:21]=[CH:20][CH:19]=[CH:18][CH:17]=2)([CH3:15])[CH2:6][C:5]1([CH3:23])[CH3:22])(=[O:3])[CH3:2].[C:24]1([C:33]2[CH:38]=[CH:37][CH:36]=[CH:35][CH:34]=2)[CH:29]=[CH:28][C:27]([C:30](Cl)=[O:31])=[CH:26][CH:25]=1.C(N(CC)C(C)C)(C)C.